This data is from Catalyst prediction with 721,799 reactions and 888 catalyst types from USPTO. The task is: Predict which catalyst facilitates the given reaction. (1) Reactant: [Cl:1][C:2]1[O:12][C:5]2=[C:6]([NH2:11])[N:7]=[CH:8][C:9](I)=[C:4]2[C:3]=1[CH3:13].CC1(C)C(C)(C)OB([C:22]2[CH:23]=[N:24][N:25]([CH:27]3[CH2:32][CH2:31][N:30]([C:33]([O:35][C:36]([CH3:39])([CH3:38])[CH3:37])=[O:34])[CH2:29][CH2:28]3)[CH:26]=2)O1.C([O-])([O-])=O.[Cs+].[Cs+].C1(P(C2CCCCC2)C2C=CC=CC=2C2C(C(C)C)=CC(C(C)C)=CC=2C(C)C)CCCCC1. Product: [NH2:11][C:6]1[N:7]=[CH:8][C:9]([C:22]2[CH:23]=[N:24][N:25]([CH:27]3[CH2:28][CH2:29][N:30]([C:33]([O:35][C:36]([CH3:39])([CH3:38])[CH3:37])=[O:34])[CH2:31][CH2:32]3)[CH:26]=2)=[C:4]2[C:3]([CH3:13])=[C:2]([Cl:1])[O:12][C:5]=12. The catalyst class is: 622. (2) Reactant: [CH3:1][O:2][C:3]1[CH:10]=[CH:9][CH:8]=[CH:7][C:4]=1[CH:5]=O.[OH-:11].[Na+].O.[C:14]1([CH3:20])C=CC=C[CH:15]=1. Product: [CH3:1][O:2][C:3]1[CH:10]=[CH:9][CH:8]=[CH:7][C:4]=1[CH:5]=[CH:15][C:14](=[O:11])[CH3:20]. The catalyst class is: 95. (3) Reactant: [CH3:1][C:2]1[O:6][C:5]([C:7]2[CH:12]=[CH:11][CH:10]=[CH:9][CH:8]=2)=[N:4][C:3]=1[CH2:13][O:14][C:15]1[N:20]=[C:19]([C:21](OC)=O)[CH:18]=[CH:17][CH:16]=1.[H-].[Al+3].[Li+].[H-].[H-].[H-].O.O.O.O.O.O.O.O.O.O.[O-]S([O-])(=O)=O.[Na+].[Na+].S(Cl)([Cl:50])=O. Product: [Cl:50][CH2:21][C:19]1[CH:18]=[CH:17][CH:16]=[C:15]([O:14][CH2:13][C:3]2[N:4]=[C:5]([C:7]3[CH:12]=[CH:11][CH:10]=[CH:9][CH:8]=3)[O:6][C:2]=2[CH3:1])[N:20]=1. The catalyst class is: 7. (4) The catalyst class is: 16. Reactant: [C:1]([O:5][C:6](=[O:19])[NH:7][C:8]1[CH:13]=[C:12](Cl)[C:11]([Cl:15])=[CH:10][C:9]=1[N+:16]([O-:18])=[O:17])([CH3:4])([CH3:3])[CH3:2].[CH2:20]([NH:24][CH3:25])[CH:21]([CH3:23])[CH3:22]. Product: [C:1]([O:5][C:6](=[O:19])[NH:7][C:8]1[CH:13]=[C:12]([N:24]([CH2:20][CH:21]([CH3:23])[CH3:22])[CH3:25])[C:11]([Cl:15])=[CH:10][C:9]=1[N+:16]([O-:18])=[O:17])([CH3:4])([CH3:3])[CH3:2].